This data is from Forward reaction prediction with 1.9M reactions from USPTO patents (1976-2016). The task is: Predict the product of the given reaction. (1) Given the reactants [Br:1][C:2]1[C:3]([O:11][CH:12]([CH3:14])[CH3:13])=[N:4][CH:5]=[C:6]([CH:10]=1)[C:7]([OH:9])=O.C1C=CC2N(O)N=NC=2C=1.C(Cl)CCl.O/[N:30]=[C:31](/[C:33]1[CH:38]=[CH:37][C:36]([NH:39][C@H:40]2[CH2:44][CH2:43][C@@H:42]([C:45]([O:47][CH2:48][CH3:49])=[O:46])[CH2:41]2)=[CH:35][CH:34]=1)\[NH2:32], predict the reaction product. The product is: [Br:1][C:2]1[CH:10]=[C:6]([C:7]2[O:9][N:32]=[C:31]([C:33]3[CH:38]=[CH:37][C:36]([NH:39][C@H:40]4[CH2:44][CH2:43][C@@H:42]([C:45]([O:47][CH2:48][CH3:49])=[O:46])[CH2:41]4)=[CH:35][CH:34]=3)[N:30]=2)[CH:5]=[N:4][C:3]=1[O:11][CH:12]([CH3:14])[CH3:13]. (2) Given the reactants [N+:1]([O-:4])([O-])=[O:2].[K+].[F:6][C:7]1[C:14]([F:15])=[CH:13][CH:12]=[CH:11][C:8]=1[C:9]#[N:10], predict the reaction product. The product is: [F:6][C:7]1[C:14]([F:15])=[CH:13][C:12]([N+:1]([O-:4])=[O:2])=[CH:11][C:8]=1[C:9]#[N:10]. (3) Given the reactants [NH:1]1[CH2:6][CH2:5][C:4]2([O:11][C:10]3[C:12]4[C:17]([C:18](=[O:21])[C:19](=[O:20])[C:9]=3[S:8][CH2:7]2)=[CH:16][CH:15]=[CH:14][CH:13]=4)[CH2:3][CH2:2]1.Br[CH2:23][CH2:24][CH2:25][C:26]([F:29])([F:28])[F:27], predict the reaction product. The product is: [F:27][C:26]([F:29])([F:28])[CH2:25][CH2:24][CH2:23][N:1]1[CH2:2][CH2:3][C:4]2([O:11][C:10]3[C:12]4[C:17]([C:18](=[O:21])[C:19](=[O:20])[C:9]=3[S:8][CH2:7]2)=[CH:16][CH:15]=[CH:14][CH:13]=4)[CH2:5][CH2:6]1. (4) Given the reactants [Cl:1][C:2]1[CH:26]=[CH:25][C:5]([CH2:6][N:7]2[C:12](SCC)=[N:11][C:10](=[O:16])[N:9]([CH2:17][C@@H:18]([C:20]([O:22][CH3:23])=[O:21])[CH3:19])[C:8]2=[O:24])=[CH:4][CH:3]=1.[O:27]([C:34]1[CH:40]=[CH:39][C:37]([NH2:38])=[CH:36][CH:35]=1)[C:28]1[CH:33]=[CH:32][CH:31]=[CH:30][CH:29]=1.C(O)(=O)C.C(=O)(O)[O-].[Na+], predict the reaction product. The product is: [Cl:1][C:2]1[CH:3]=[CH:4][C:5]([CH2:6][N:7]2[C:12](=[N:38][C:37]3[CH:36]=[CH:35][C:34]([O:27][C:28]4[CH:33]=[CH:32][CH:31]=[CH:30][CH:29]=4)=[CH:40][CH:39]=3)[NH:11][C:10](=[O:16])[N:9]([CH2:17][C@@H:18]([C:20]([O:22][CH3:23])=[O:21])[CH3:19])[C:8]2=[O:24])=[CH:25][CH:26]=1. (5) Given the reactants Cl[C:2]1[N:7]=[C:6]([N:8]2[CH2:13][CH2:12][CH:11]([OH:14])[CH2:10][CH2:9]2)[CH:5]=[C:4]([C:15]2[CH:20]=[CH:19][CH:18]=[CH:17][CH:16]=2)[N:3]=1.[CH3:21][S:22][C:23]1[CH:28]=[CH:27][C:26]([NH2:29])=[CH:25][CH:24]=1, predict the reaction product. The product is: [CH3:21][S:22][C:23]1[CH:28]=[CH:27][C:26]([NH:29][C:2]2[N:7]=[C:6]([N:8]3[CH2:13][CH2:12][CH:11]([OH:14])[CH2:10][CH2:9]3)[CH:5]=[C:4]([C:15]3[CH:20]=[CH:19][CH:18]=[CH:17][CH:16]=3)[N:3]=2)=[CH:25][CH:24]=1. (6) Given the reactants [F:1][C:2]1[C:3]([CH3:24])=[C:4]([C:8]2([C:20]([O:22]C)=[O:21])[CH2:12][CH2:11][CH:10]([C:13]3[CH:18]=[CH:17][CH:16]=[CH:15][C:14]=3[CH3:19])[CH2:9]2)[CH:5]=[CH:6][CH:7]=1.C1COCC1.[OH-].[Na+], predict the reaction product. The product is: [F:1][C:2]1[C:3]([CH3:24])=[C:4]([C:8]2([C:20]([OH:22])=[O:21])[CH2:12][CH2:11][CH:10]([C:13]3[CH:18]=[CH:17][CH:16]=[CH:15][C:14]=3[CH3:19])[CH2:9]2)[CH:5]=[CH:6][CH:7]=1.